Dataset: Cav3 T-type calcium channel HTS with 100,875 compounds. Task: Binary Classification. Given a drug SMILES string, predict its activity (active/inactive) in a high-throughput screening assay against a specified biological target. (1) The drug is S(c1n(nnn1)c1cc(ccc1)C(OC)=O)CC(=O)Nc1sc(nn1)CC. The result is 0 (inactive). (2) The compound is O(C(=O)c1ccc(Nc2ncnc3n(ncc23)C)cc1)CC. The result is 0 (inactive). (3) The drug is O(c1c(ccc(c1)C)C)CC(=O)NCCNC(=O)COc1c(ccc(c1)C)C. The result is 0 (inactive). (4) The compound is Clc1ccc(NC(O\N=C(\c2ncc(cc2N2CCOCC2)C(F)(F)F)C)=O)cc1. The result is 0 (inactive). (5) The molecule is S(=O)(=O)(CCC(=O)Nc1sc2c(n1)c1c(OC2)cccc1)c1ccccc1. The result is 0 (inactive). (6) The compound is O(CCN1C(=O)c2c(C1=O)cccc2)C(=O)c1c(c(nc2c1cccc2)CC)C. The result is 0 (inactive).